Dataset: Catalyst prediction with 721,799 reactions and 888 catalyst types from USPTO. Task: Predict which catalyst facilitates the given reaction. (1) Reactant: [Cl:1][C:2]1[N:11]=[CH:10][C:9]2[N:8]([CH2:12][C:13]([OH:15])=O)[CH2:7][C@@H:6]3[CH2:16][O:17][CH2:18][CH2:19][N:5]3[C:4]=2[N:3]=1.CN(C(ON1N=[N:35][C:30]2[CH:31]=[CH:32]C=N[C:29]1=2)=[N+](C)C)C.F[P-](F)(F)(F)(F)F.NC1C[O:48][CH2:47]C1.C(N(CC)CC)C. Product: [Cl:1][C:2]1[N:11]=[CH:10][C:9]2[N:8]([CH2:12][C:13]([NH:35][CH:30]3[CH2:29][CH2:47][O:48][CH2:32][CH2:31]3)=[O:15])[CH2:7][C@@H:6]3[CH2:16][O:17][CH2:18][CH2:19][N:5]3[C:4]=2[N:3]=1. The catalyst class is: 3. (2) Reactant: [F:1][C:2]1[C:15]([F:16])=[CH:14][CH:13]=[CH:12][C:3]=1[C:4]([CH:6]1[CH2:11][CH2:10][O:9][CH2:8][CH2:7]1)=[O:5].[BH4-].[Na+]. The catalyst class is: 5. Product: [F:1][C:2]1[C:15]([F:16])=[CH:14][CH:13]=[CH:12][C:3]=1[CH:4]([CH:6]1[CH2:11][CH2:10][O:9][CH2:8][CH2:7]1)[OH:5]. (3) Reactant: [CH3:1][C:2]([N:7]1[CH:11]=[C:10]([N+:12]([O-])=O)[CH:9]=[N:8]1)([CH3:6])[C:3]([NH2:5])=[O:4]. Product: [NH2:12][C:10]1[CH:9]=[N:8][N:7]([C:2]([CH3:6])([CH3:1])[C:3]([NH2:5])=[O:4])[CH:11]=1. The catalyst class is: 178. (4) Reactant: Cl[C:2]1[N:6]([CH3:7])[C:5]2[CH:8]=[CH:9][CH:10]=[CH:11][C:4]=2[N:3]=1.[F:12][C:13]1[CH:20]=[CH:19][C:16]([CH2:17][NH2:18])=[CH:15][C:14]=1[C:21]([F:24])([F:23])[F:22]. Product: [F:12][C:13]1[CH:20]=[CH:19][C:16]([CH2:17][NH:18][C:2]2[N:6]([CH3:7])[C:5]3[CH:8]=[CH:9][CH:10]=[CH:11][C:4]=3[N:3]=2)=[CH:15][C:14]=1[C:21]([F:22])([F:23])[F:24]. The catalyst class is: 25.